This data is from Drug-target binding data from BindingDB using IC50 measurements. The task is: Regression. Given a target protein amino acid sequence and a drug SMILES string, predict the binding affinity score between them. We predict pIC50 (pIC50 = -log10(IC50 in M); higher means more potent). Dataset: bindingdb_ic50. (1) The compound is O=C(O)Cn1c(=O)n(Cc2ccc(Br)cc2F)c(=O)c2ccc(Cl)cc21. The target protein (P15121) has sequence MASRLLLNNGAKMPILGLGTWKSPPGQVTEAVKVAIDVGYRHIDCAHVYQNENEVGVAIQEKLREQVVKREELFIVSKLWCTYHEKGLVKGACQKTLSDLKLDYLDLYLIHWPTGFKPGKEFFPLDESGNVVPSDTNILDTWAAMEELVDEGLVKAIGISNFNHLQVEMILNKPGLKYKPAVNQIECHPYLTQEKLIQYCQSKGIVVTAYSPLGSPDRPWAKPEDPSLLEDPRIKAIAAKHNKTTAQVLIRFPMQRNLVVIPKSVTPERIAENFKVFDFELSSQDMTTLLSYNRNWRVCALLSCTSHKDYPFHEEF. The pIC50 is 8.1. (2) The compound is Cc1cn([C@@H]2O[C@H](COP(=O)(O)OP(=O)(O)OP(=O)(O)O)[C@@H](O)[C@H]2O)c(=O)[nH]c1=O. The target protein (P54098) has sequence MSRLLWRKVAGATVGPGPVPAPGRWVSSSVPASDPSDGQRRRQQQQQQQQQQQQQPQQPQVLSSEGGQLRHNPLDIQMLSRGLHEQIFGQGGEMPGEAAVRRSVEHLQKHGLWGQPAVPLPDVELRLPPLYGDNLDQHFRLLAQKQSLPYLEAANLLLQAQLPPKPPAWAWAEGWTRYGPEGEAVPVAIPEERALVFDVEVCLAEGTCPTLAVAISPSAWYSWCSQRLVEERYSWTSQLSPADLIPLEVPTGASSPTQRDWQEQLVVGHNVSFDRAHIREQYLIQGSRMRFLDTMSMHMAISGLSSFQRSLWIAAKQGKHKVQPPTKQGQKSQRKARRGPAISSWDWLDISSVNSLAEVHRLYVGGPPLEKEPRELFVKGTMKDIRENFQDLMQYCAQDVWATHEVFQQQLPLFLERCPHPVTLAGMLEMGVSYLPVNQNWERYLAEAQGTYEELQREMKKSLMDLANDACQLLSGERYKEDPWLWDLEWDLQEFKQKKA.... The pIC50 is 4.1. (3) The drug is NCCc1cn(Cc2ccc(-c3cccc(C(F)(F)F)c3)cc2)c2ccc(OCCc3ccc(O)cc3)cc12. The target protein (P35916) has sequence MQRGAALCLRLWLCLGLLDGLVSGYSMTPPTLNITEESHVIDTGDSLSISCRGQHPLEWAWPGAQEAPATGDKDSEDTGVVRDCEGTDARPYCKVLLLHEVHANDTGSYVCYYKYIKARIEGTTAASSYVFVRDFEQPFINKPDTLLVNRKDAMWVPCLVSIPGLNVTLRSQSSVLWPDGQEVVWDDRRGMLVSTPLLHDALYLQCETTWGDQDFLSNPFLVHITGNELYDIQLLPRKSLELLVGEKLVLNCTVWAEFNSGVTFDWDYPGKQAERGKWVPERRSQQTHTELSSILTIHNVSQHDLGSYVCKANNGIQRFRESTEVIVHENPFISVEWLKGPILEATAGDELVKLPVKLAAYPPPEFQWYKDGKALSGRHSPHALVLKEVTEASTGTYTLALWNSAAGLRRNISLELVVNVPPQIHEKEASSPSIYSRHSRQALTCTAYGVPLPLSIQWHWRPWTPCKMFAQRSLRRRQQQDLMPQCRDWRAVTTQDAVNP.... The pIC50 is 8.5. (4) The small molecule is O=c1cc(-c2ccc(CCl)cc2)oc2c1ccc1ccccc12. The target protein sequence is MGSSELVIWCLACCLAAARAAKLGSVYTEGGFVEGVNKKLSLLGDSVDIFKGIPFAAAPKALENPQRHPGWQGTLKAKDFKKRCLQATITQDSTYGDEDCLYLNIWVPQGRKEVSRDLPVMIWIYGGAFLMGSGQGANFLSNYLYDGEELATRGNVIVVTFNYRVGPLGFLSTGDANLPGNYGLRDQHMAIAWVKRNIAAFGGDPDNITIFGESAGGASVSLQTLSPYNKGLIKRAISQSGVALSPWAIQKNPLSWAKTIAEKVGCPMDDTARMARCLKITDPRALTLAYKLPLTKQEFPVVHYLGFIPVVDGDFIPDDPVNLYANAADIDYLAGTNDMDGHLFATVDLPAVDKDKKTITEEDFYKLVSGFTIVKGPRGANITFDVYTASWAQDSSQETKKKTVVDLETDILFLMPTETAVAQHRANAKSAQTYTYVFAHPSRMPVYPSWYVFGKPFAMIAYWTNFARSGDPNMGGSSVPTHWEPYTLESSKYLEITNKM.... The pIC50 is 7.4. (5) The drug is CCCCN1C[C@H](O)[C@@H](O)[C@H](O)[C@H]1CO. The target protein sequence is ALSPLCESQIYCHGELLHQVQMAQLYQDDKQFVDMSLATSPDEVLQKFSELAVAHNHSIPREELQNFVQSYFQPVGQELQPWTPEDWKDSPQFLQKISDSRLRVWAEELHKIWKKLGKKMKAEVLSHPERSSLIYSEHPFIVPGGRFVEFYYWDSYWVMEGLLLSEMASTVKGMLQNFLDLVKTYGHIPNGGRVYYLQRSHPPLLTLMMERYVAHTNDVAFLRENIGTLALELEFWTVNRTVSVGSGGQSYILNRYYVPYGGPRPESYSKDEELAKTVPEGDRETLWAELKAGAESGWDFSSRWLVGGPDPDLLSSIRTSKMVPADLNAFLCQAEELMSNFYSRLGNDTEAKRYRNLRAQRLAAMEAILWDEQKGAWFDYDLEKGKKNLEFYPSNLTPLWAGCFSDPNVADRALKYLEDNKILTYQYGIPTSLRNTGQQWDFPNAWAPLQDLVIRGLAKSASPRTQEVAFQLAQNRIKTNFKVYSQKSAMYEKYDISNGG.... The pIC50 is 4.9. (6) The compound is CC(=O)Nc1ccc(N=Cc2c(O)c(C(=O)Nc3ccccc3)cc3ccccc23)cc1. The target protein (Q15149) has sequence MVAGMLMPRDQLRAIYEVLFREGVMVAKKDRRPRSLHPHVPGVTNLQVMRAMASLRARGLVRETFAWCHFYWYLTNEGIAHLRQYLHLPPEIVPASLQRVRRPVAMVMPARRTPHVQAVQGPLGSPPKRGPLPTEEQRVYRRKELEEVSPETPVVPATTQRTLARPGPEPAPATDERDRVQKKTFTKWVNKHLIKAQRHISDLYEDLRDGHNLISLLEVLSGDSLPREKGRMRFHKLQNVQIALDYLRHRQVKLVNIRNDDIADGNPKLTLGLIWTIILHFQISDIQVSGQSEDMTAKEKLLLWSQRMVEGYQGLRCDNFTSSWRDGRLFNAIIHRHKPLLIDMNKVYRQTNLENLDQAFSVAERDLGVTRLLDPEDVDVPQPDEKSIITYVSSLYDAMPRVPDVQDGVRANELQLRWQEYRELVLLLLQWMRHHTAAFEERRFPSSFEEIEILWSQFLKFKEMELPAKEADKNRSKGIYQSLEGAVQAGQLKVPPGYHP.... The pIC50 is 4.6. (7) The compound is Cn1c(SCCCN2CC3CCN(c4ccccc4F)C3C2)nnc1-c1cnccn1. The target protein (P40989) has sequence MSYNDPNLNGQYYSNGDGTGDGNYPTYQVTQDQSAYDEYGQPIYTQNQLDDGYYDPNEQYVDGTQFPQGQDPSQDQGPYNNDASYYNQPPNMMNPSSQDGENFSDFSSYGPPSGTYPNDQYTPSQMSYPDQDGSSGASTPYGNGVVNGNGQYYDPNAIEMALPNDPYPAWTADPQSPLPIEQIEDIFIDLTNKFGFQRDSMRNMFDHFMTLLDSRSSRMSPEQALLSLHADYIGGDTANYKKWYFAAQLDMDDEIGFRNMKLGKLSRKARKAKKKNKKAMQEASPEDTEETLNQIEGDNSLEAADFRWKSKMNQLSPFEMVRQIALFLLCWGEANQVRFTPECLCFIYKCASDYLDSAQCQQRPDPLPEGDFLNRVITPLYRFIRSQVYEIVDGRYVKSEKDHNKVIGYDDVNQLFWYPEGIAKIVMEDGTRLIDLPAEERYLKLGEIPWDDVFFKTYKETRSWLHLVTNFNRIWIMHISVYWMYCAYNAPTFYTHNYQQ.... The pIC50 is 6.0.